Dataset: Reaction yield outcomes from USPTO patents with 853,638 reactions. Task: Predict the reaction yield, written as a fraction of the theoretical maximum amount of product (1.0 means a 100% yield; for example, 0.34 means a 34% yield). (1) The reactants are C(O[C:9]1[C:14]([C:15]([OH:17])=[O:16])=[CH:13][N:12]=[C:11](C2N=NC=CC=2)[N:10]=1)C1C=CC=CC=1.C1C=CC(P(N=[N+]=[N-])(C2C=CC=CC=2)=O)=CC=1.CCN(CC)CC.C(O)C1C=CC=CC=1. The catalyst is C1COCC1.C1(C)C=CC=CC=1. The product is [N:10]1[CH:9]=[C:14]([C:15]([OH:17])=[O:16])[CH:13]=[N:12][CH:11]=1. The yield is 0.600. (2) The reactants are [CH3:1][O:2][C:3]1[CH:4]=[C:5]([OH:9])[CH:6]=[CH:7][CH:8]=1.[I:10]N1C(=O)CCC1=O.C(OCC)(=O)C.C(OCC)C. The catalyst is CN(C)C=O. The product is [OH:9][C:5]1[CH:6]=[CH:7][C:8]([I:10])=[C:3]([O:2][CH3:1])[CH:4]=1. The yield is 0.140. (3) The reactants are Cl[CH2:2][Si:3]([O:8][CH3:9])([O:6][CH3:7])[O:4][CH3:5].[C:10]([O-:15])(=[O:14])[C:11]([CH3:13])=[CH2:12].[K+]. The catalyst is C1(P(C2C=CC=CC=2)C2C=CC=CC=2)C=CC=CC=1. The product is [C:10]([O:15][CH2:2][Si:3]([O:8][CH3:9])([O:6][CH3:7])[O:4][CH3:5])(=[O:14])[C:11]([CH3:13])=[CH2:12]. The yield is 0.950. (4) The reactants are Cl[C:2]([O:4][CH2:5][C:6]1[CH:11]=[CH:10][CH:9]=[CH:8][CH:7]=1)=[O:3].Br.[Br:13][CH2:14][CH2:15][NH2:16].C(N(CC)CC)C. The catalyst is C(Cl)Cl. The product is [CH2:5]([O:4][C:2](=[O:3])[NH:16][CH2:15][CH2:14][Br:13])[C:6]1[CH:11]=[CH:10][CH:9]=[CH:8][CH:7]=1. The yield is 0.890. (5) The reactants are [CH:1]1([NH:7][C:8]2[CH:15]=[CH:14][C:11]([C:12]#[N:13])=[CH:10][C:9]=2[N+:16]([O-:18])=[O:17])[CH2:6][CH2:5][CH2:4][CH2:3][CH2:2]1.[Sn]([N:23]=[N+:24]=[N-:25])(C)(C)C. The catalyst is C1(C)C=CC=CC=1. The product is [CH:1]1([NH:7][C:8]2[CH:15]=[CH:14][C:11]([C:12]3[NH:25][N:24]=[N:23][N:13]=3)=[CH:10][C:9]=2[N+:16]([O-:18])=[O:17])[CH2:2][CH2:3][CH2:4][CH2:5][CH2:6]1. The yield is 0.880.